From a dataset of Full USPTO retrosynthesis dataset with 1.9M reactions from patents (1976-2016). Predict the reactants needed to synthesize the given product. (1) Given the product [CH2:52]([O:54][C:55](=[O:75])[C@H:56]([OH:74])[CH2:57][C@H:58]([NH:73][C:35]([C:32]1[CH:33]=[CH:34][C:29]2[N:28]=[N:27][N:26]([OH:25])[C:30]=2[CH:31]=1)=[O:37])[CH2:59][C:60]1[CH:65]=[CH:64][C:63]([C:66]2[CH:71]=[CH:70][CH:69]=[C:68]([Cl:72])[CH:67]=2)=[CH:62][CH:61]=1)[CH3:53], predict the reactants needed to synthesize it. The reactants are: CN(C(ON1N=NC2C=CC=NC1=2)=[N+](C)C)C.F[P-](F)(F)(F)(F)F.[OH:25][N:26]1[C:30]2[CH:31]=[C:32]([C:35]([OH:37])=O)[CH:33]=[CH:34][C:29]=2[N:28]=[N:27]1.CN(C=O)C.CCN(C(C)C)C(C)C.[CH2:52]([O:54][C:55](=[O:75])[C@H:56]([OH:74])[CH2:57][C@H:58]([NH2:73])[CH2:59][C:60]1[CH:65]=[CH:64][C:63]([C:66]2[CH:71]=[CH:70][CH:69]=[C:68]([Cl:72])[CH:67]=2)=[CH:62][CH:61]=1)[CH3:53]. (2) Given the product [CH3:1][C:2]1[CH:3]=[CH:4][C:5]([C:8]2[CH:9]=[C:10]([CH:15]=[C:16]([C:28]3[CH:29]=[N:30][C:31]([CH3:34])=[N:32][CH:33]=3)[CH:17]=2)[C:11]([O:13][CH3:14])=[O:12])=[N:6][CH:7]=1, predict the reactants needed to synthesize it. The reactants are: [CH3:1][C:2]1[CH:3]=[CH:4][C:5]([C:8]2[CH:9]=[C:10]([CH:15]=[C:16](B3OC(C)(C)C(C)(C)O3)[CH:17]=2)[C:11]([O:13][CH3:14])=[O:12])=[N:6][CH:7]=1.Br[C:28]1[CH:29]=[N:30][C:31]([CH3:34])=[N:32][CH:33]=1.[Na+].[Na+].[Na+].P(C1C=C(S([O-])(=O)=O)C=CC=1)(C1C=C(S([O-])(=O)=O)C=CC=1)C1C=C(S([O-])(=O)=O)C=CC=1.C(NC(C)C)(C)C. (3) Given the product [ClH:37].[CH3:34][CH:30]1[CH2:31][CH2:32][CH2:33][N:29]1[CH:26]1[CH2:27][CH2:28][CH:24]([C:21]2[CH:22]=[CH:23][C:18]([N:15]3[CH2:14][CH2:13][CH2:12][C:11]4([CH2:35][CH2:36][NH:8][CH2:9][CH2:10]4)[C:16]3=[O:17])=[CH:19][CH:20]=2)[CH2:25]1, predict the reactants needed to synthesize it. The reactants are: C(OC([N:8]1[CH2:36][CH2:35][C:11]2([C:16](=[O:17])[N:15]([C:18]3[CH:23]=[CH:22][C:21]([CH:24]4[CH2:28][CH2:27][CH:26]([N:29]5[CH2:33][CH2:32][CH2:31][CH:30]5[CH3:34])[CH2:25]4)=[CH:20][CH:19]=3)[CH2:14][CH2:13][CH2:12]2)[CH2:10][CH2:9]1)=O)(C)(C)C.[ClH:37]. (4) Given the product [C:15]([C:18]1[CH:23]=[CH:22][C:21]([C:2]2[CH:3]=[C:4]3[C:8](=[CH:9][C:10]=2[Cl:11])[NH:7][N:6]=[C:5]3[C:12]([OH:14])=[O:13])=[CH:20][CH:19]=1)(=[O:17])[CH3:16], predict the reactants needed to synthesize it. The reactants are: Br[C:2]1[CH:3]=[C:4]2[C:8](=[CH:9][C:10]=1[Cl:11])[NH:7][N:6]=[C:5]2[C:12]([OH:14])=[O:13].[C:15]([C:18]1[CH:23]=[CH:22][C:21](B(O)O)=[CH:20][CH:19]=1)(=[O:17])[CH3:16].C(=O)([O-])[O-].[K+].[K+]. (5) The reactants are: [C:1]([O:5][C:6]([CH2:8][O:9][C:10]([N:12]1[C:21]2[C:16](=[CH:17][C:18]([C:22]([F:25])([F:24])[F:23])=[CH:19][CH:20]=2)[C@@H:15]([NH:26][C:27]2[N:32]=[CH:31][C:30]([N:33]3[CH2:38][CH2:37][O:36][CH2:35][CH2:34]3)=[CH:29][N:28]=2)[CH2:14][C@H:13]1[CH2:39][CH3:40])=[O:11])=[O:7])([CH3:4])([CH3:3])[CH3:2].CC(C)([O-])C.[K+].Br[CH2:48][C:49]1[CH:50]=[C:51]([CH:54]=[C:55]([C:57]([F:60])([F:59])[F:58])[CH:56]=1)[C:52]#[N:53].Cl. Given the product [C:1]([O:5][C:6]([CH2:8][O:9][C:10]([N:12]1[C:21]2[C:16](=[CH:17][C:18]([C:22]([F:23])([F:24])[F:25])=[CH:19][CH:20]=2)[C@@H:15]([N:26]([CH2:48][C:49]2[CH:56]=[C:55]([C:57]([F:58])([F:59])[F:60])[CH:54]=[C:51]([C:52]#[N:53])[CH:50]=2)[C:27]2[N:32]=[CH:31][C:30]([N:33]3[CH2:34][CH2:35][O:36][CH2:37][CH2:38]3)=[CH:29][N:28]=2)[CH2:14][C@H:13]1[CH2:39][CH3:40])=[O:11])=[O:7])([CH3:4])([CH3:3])[CH3:2], predict the reactants needed to synthesize it.